This data is from Forward reaction prediction with 1.9M reactions from USPTO patents (1976-2016). The task is: Predict the product of the given reaction. (1) Given the reactants C([O-])(=O)C.[K+].FC(F)(F)S(O[C:12]1[CH:21]=[C:20]2[C:15]([CH:16]=[CH:17][CH:18]=[N:19]2)=[CH:14][CH:13]=1)(=O)=O.[CH3:24][C:25]1([CH3:41])[C:29]([CH3:31])([CH3:30])[O:28][B:27]([B:27]2[O:28][C:29]([CH3:31])([CH3:30])[C:25]([CH3:41])([CH3:24])[O:26]2)[O:26]1, predict the reaction product. The product is: [CH3:24][C:25]1([CH3:41])[C:29]([CH3:31])([CH3:30])[O:28][B:27]([C:12]2[CH:21]=[C:20]3[C:15]([CH:16]=[CH:17][CH:18]=[N:19]3)=[CH:14][CH:13]=2)[O:26]1. (2) Given the reactants [F:1][C:2]1[CH:11]=[CH:10][CH:9]=[C:8]2[C:3]=1[CH2:4][CH2:5][C:6](=[O:12])[NH:7]2.[Br:13]NC(=O)CCC(N)=O, predict the reaction product. The product is: [Br:13][C:11]1[C:2]([F:1])=[C:3]2[C:8](=[CH:9][CH:10]=1)[NH:7][C:6](=[O:12])[CH2:5][CH2:4]2. (3) Given the reactants [Cl:1][C:2]1[CH:9]=[CH:8][C:7]([N+:10]([O-:12])=[O:11])=[CH:6][C:3]=1[CH:4]=O.[CH3:13][NH2:14].[BH4-].[Na+].[CH3:17][C:18]([O:21][C:22]([O:24]C(OC(C)(C)C)=O)=O)([CH3:20])[CH3:19], predict the reaction product. The product is: [Cl:1][C:2]1[CH:9]=[CH:8][C:7]([N+:10]([O-:12])=[O:11])=[CH:6][C:3]=1[CH2:4][N:14]([CH3:13])[C:22](=[O:24])[O:21][C:18]([CH3:20])([CH3:19])[CH3:17]. (4) The product is: [Cl:12][C:10]1[C:9]2[C:4](=[CH:5][C:6]([O:13][CH3:14])=[CH:7][CH:8]=2)[N:3]=[C:2]([C:22]2[CH:23]=[CH:24][C:19]([O:18][CH:15]([CH3:17])[CH3:16])=[CH:20][CH:21]=2)[CH:11]=1. Given the reactants Cl[C:2]1[CH:11]=[C:10]([Cl:12])[C:9]2[C:4](=[CH:5][C:6]([O:13][CH3:14])=[CH:7][CH:8]=2)[N:3]=1.[CH:15]([O:18][C:19]1[CH:24]=[CH:23][C:22](B(O)O)=[CH:21][CH:20]=1)([CH3:17])[CH3:16].C(=O)([O-])[O-].[K+].[K+], predict the reaction product. (5) Given the reactants [CH3:1][C:2]1([CH3:15])[CH2:13][C:12]2[S:11][C:10]3[C:9](=[O:14])[NH:8][N:7]=[CH:6][C:5]=3[C:4]=2[CH2:3]1.Br[C:17]1[N:24]=[CH:23][CH:22]=[C:21]([Cl:25])[C:18]=1[CH:19]=[O:20], predict the reaction product. The product is: [Cl:25][C:21]1[CH:22]=[CH:23][N:24]=[C:17]([N:8]2[N:7]=[CH:6][C:5]3[C:4]4[CH2:3][C:2]([CH3:15])([CH3:1])[CH2:13][C:12]=4[S:11][C:10]=3[C:9]2=[O:14])[C:18]=1[CH:19]=[O:20]. (6) Given the reactants [CH2:1]([O:3][C:4](=[O:13])[CH2:5][C:6]1[N:7]=[C:8](Br)[S:9][C:10]=1[Cl:11])[CH3:2].[CH:14]([Si:17]([C:24]#[CH:25])([CH:21]([CH3:23])[CH3:22])[CH:18]([CH3:20])[CH3:19])([CH3:16])[CH3:15], predict the reaction product. The product is: [CH2:1]([O:3][C:4](=[O:13])[CH2:5][C:6]1[N:7]=[C:8]([C:25]#[C:24][Si:17]([CH:14]([CH3:16])[CH3:15])([CH:21]([CH3:23])[CH3:22])[CH:18]([CH3:20])[CH3:19])[S:9][C:10]=1[Cl:11])[CH3:2]. (7) Given the reactants [N:1]1[CH:6]=[CH:5][CH:4]=[CH:3][C:2]=1[C:7]1[CH:31]=[CH:30][C:10]([CH2:11][NH:12][CH2:13][CH2:14][CH2:15][NH:16][CH2:17][C:18]2[CH:23]=[CH:22][C:21]([C:24]3[CH:29]=[CH:28][CH:27]=[CH:26][N:25]=3)=[CH:20][CH:19]=2)=[CH:9][CH:8]=1.CCN(CC)CC.Cl.[S:40]1[C:44]([CH2:45][O:46][C:47](=[O:58])OC2C=CC([N+]([O-])=O)=CC=2)=[CH:43][N:42]=[CH:41]1.C([O-])(O)=O.[Na+].[C:64](O[C:64]([O:66][C:67]([CH3:70])([CH3:69])[CH3:68])=[O:65])([O:66][C:67]([CH3:70])([CH3:69])[CH3:68])=[O:65].Cl, predict the reaction product. The product is: [N:1]1[CH:6]=[CH:5][CH:4]=[CH:3][C:2]=1[C:7]1[CH:31]=[CH:30][C:10]([CH2:11][N:12]([CH2:13][CH2:14][CH2:15][N:16]([CH2:17][C:18]2[CH:19]=[CH:20][C:21]([C:24]3[CH:29]=[CH:28][CH:27]=[CH:26][N:25]=3)=[CH:22][CH:23]=2)[C:47]([O:46][CH2:45][C:44]2[S:40][CH:41]=[N:42][CH:43]=2)=[O:58])[C:64](=[O:65])[O:66][C:67]([CH3:70])([CH3:69])[CH3:68])=[CH:9][CH:8]=1. (8) The product is: [Cl:1][C:2]1[N:10]=[C:9]2[C:5]([N:6]=[C:7]([C:13]3([OH:19])[CH2:18][O:27][CH2:28]3)[N:8]2[CH2:11][CH3:12])=[C:4]([N:20]2[CH2:25][CH2:24][O:23][CH2:22][C@@H:21]2[CH3:26])[N:3]=1. Given the reactants [Cl:1][C:2]1[N:10]=[C:9]2[C:5]([N:6]=[C:7]([C:13]3([OH:19])[CH2:18]COCC3)[N:8]2[CH2:11][CH3:12])=[C:4]([N:20]2[CH2:25][CH2:24][O:23][CH2:22][C@@H:21]2[CH3:26])[N:3]=1.[O:27]1CC(=O)[CH2:28]1, predict the reaction product. (9) Given the reactants [C:1]([C:4]1[CH:14]=[CH:13][C:7]([C:8]([O:10][CH2:11][CH3:12])=[O:9])=[CH:6][CH:5]=1)(=[O:3])[CH3:2].[Br:15]Br, predict the reaction product. The product is: [Br:15][CH2:2][C:1]([C:4]1[CH:14]=[CH:13][C:7]([C:8]([O:10][CH2:11][CH3:12])=[O:9])=[CH:6][CH:5]=1)=[O:3].